From a dataset of Drug-target binding data from BindingDB using Ki measurements. Regression. Given a target protein amino acid sequence and a drug SMILES string, predict the binding affinity score between them. We predict pKi (pKi = -log10(Ki in M); higher means stronger inhibition). Dataset: bindingdb_ki. The compound is COc1cc(CCc2cc(O)cc(O)c2)ccc1O. The target protein (P00591) has sequence SEVCFPRLGCFSDDAPWAGIVQRPLKILPWSPKDVDTRFLLYTNQNQNNYQELVADPSTITNSNFRMDRKTRFIIHGFIDKGEEDWLSNICKNLFKVESVNCICVDWKGGSRTGYTQASQNIRIVGAEVAYFVEVLKSSLGYSPSNVHVIGHSLGSHAAGEAGRRTNGTIERITGLDPAEPCFQGTPELVRLDPSDAKFVDVIHTDAAPIIPNLGFGMSQTVGHLDFFPNGGKQMPGCQKNILSQIVDIDGIWEGTRDFVACNHLRSYKYYADSILNPDGFAGFPCDSYNVFTANKCFPCPSEGCPQMGHYADRFPGKTNGVSQVFYLNTGDASNFARWRYKVSVTLSGKKVTGHILVSLFGNEGNSRQYEIYKGTLQPDNTHSDEFDSDVEVGDLQKVKFIWYNNNVINPTLPRVGASKITVERNDGKVYDFCSQETVREEVLLTLNPC. The pKi is 5.6.